This data is from Reaction yield outcomes from USPTO patents with 853,638 reactions. The task is: Predict the reaction yield, written as a fraction of the theoretical maximum amount of product (1.0 means a 100% yield; for example, 0.34 means a 34% yield). (1) The reactants are ClC(OCC)=O.Cl.[Br:8][C:9]1[N:14]=[CH:13][C:12]([C@@H:15]2[CH2:17][C@H:16]2[C:18]([OH:20])=O)=[CH:11][CH:10]=1.CCN(CC)CC.[N-:28]=[N+:29]=[N-:30].[Na+]. The catalyst is CC(C)=O.O. The product is [Br:8][C:9]1[N:14]=[CH:13][C:12]([C@@H:15]2[CH2:17][C@H:16]2[C:18]([N:28]=[N+:29]=[N-:30])=[O:20])=[CH:11][CH:10]=1. The yield is 0.455. (2) The reactants are [O:1]1[CH2:6][CH2:5][CH:4]([NH:7][C:8]([C:10]2[CH:11]=[N:12][N:13]([C:19]3[CH:28]=[CH:27][C:22]([C:23]([O:25]C)=[O:24])=[CH:21][CH:20]=3)[C:14]=2[S:15][CH2:16][CH2:17][CH3:18])=[O:9])[CH2:3][CH2:2]1.[OH-].[Na+]. The catalyst is CO. The product is [O:1]1[CH2:6][CH2:5][CH:4]([NH:7][C:8]([C:10]2[CH:11]=[N:12][N:13]([C:19]3[CH:20]=[CH:21][C:22]([C:23]([OH:25])=[O:24])=[CH:27][CH:28]=3)[C:14]=2[S:15][CH2:16][CH2:17][CH3:18])=[O:9])[CH2:3][CH2:2]1. The yield is 0.850. (3) The reactants are [CH2:1]([O:4][C@H:5]1[CH2:10][CH2:9][C@H:8]([N:11]2[CH2:16][CH2:15][CH:14]([NH2:17])[CH2:13][CH2:12]2)[CH2:7][CH2:6]1)[CH2:2][CH3:3].C(N(C(C)C)CC)(C)C.[Cl:27][C:28]1[CH:33]=[C:32]([N+:34]([O-:36])=[O:35])[C:31](F)=[CH:30][C:29]=1[CH3:38]. The catalyst is CN(C)C=O. The product is [Cl:27][C:28]1[C:29]([CH3:38])=[CH:30][C:31]([NH:17][CH:14]2[CH2:13][CH2:12][N:11]([C@H:8]3[CH2:7][CH2:6][C@H:5]([O:4][CH2:1][CH2:2][CH3:3])[CH2:10][CH2:9]3)[CH2:16][CH2:15]2)=[C:32]([N+:34]([O-:36])=[O:35])[CH:33]=1. The yield is 0.760. (4) The product is [NH2:1][C:2](=[O:37])[C@@H:3]([NH:12][C:13](=[O:36])[C@@H:14]([NH:16][C:17](=[O:35])[C@@H:18]([NH:20][C:21]([C@@H:23]1[CH2:27][CH2:26][CH2:25][N:24]1[C:28]1[S:29][C:30]([CH2:33][OH:34])=[CH:31][N:32]=1)=[O:22])[CH3:19])[CH3:15])[CH2:4][C:5]1[CH:6]=[CH:7][C:8]([OH:11])=[CH:9][CH:10]=1. The reactants are [NH2:1][C:2](=[O:37])[C@@H:3]([NH:12][C:13](=[O:36])[C@@H:14]([NH:16][C:17](=[O:35])[C@@H:18]([NH:20][C:21]([C@@H:23]1[CH2:27][CH2:26][CH2:25][N:24]1[C:28]1[S:29][C:30]([CH:33]=[O:34])=[CH:31][N:32]=1)=[O:22])[CH3:19])[CH3:15])[CH2:4][C:5]1[CH:10]=[CH:9][C:8]([OH:11])=[CH:7][CH:6]=1.[BH4-].[Na+]. The yield is 1.00. The catalyst is CCO.O.